From a dataset of Catalyst prediction with 721,799 reactions and 888 catalyst types from USPTO. Predict which catalyst facilitates the given reaction. (1) Reactant: [O:1]=[C:2]1[N:6]([CH:7]2[CH2:12][CH2:11][N:10]([C:13]([O:15][C@H:16]([CH2:38][C:39]3[CH:44]=[C:43]([CH3:45])[C:42]([OH:46])=[C:41]([CH3:47])[CH:40]=3)[C:17]([N:19]3[CH2:24][CH2:23][CH:22]([CH:25]4[CH2:30][CH2:29][N:28](CC5C=CC=CC=5)[CH2:27][CH2:26]4)[CH2:21][CH2:20]3)=[O:18])=[O:14])[CH2:9][CH2:8]2)[N:5]=[C:4]([C:48]2[CH:53]=[CH:52][CH:51]=[CH:50][CH:49]=2)[NH:3]1.[H][H]. Product: [O:1]=[C:2]1[N:6]([CH:7]2[CH2:12][CH2:11][N:10]([C:13]([O:15][C@H:16]([CH2:38][C:39]3[CH:40]=[C:41]([CH3:47])[C:42]([OH:46])=[C:43]([CH3:45])[CH:44]=3)[C:17]([N:19]3[CH2:20][CH2:21][CH:22]([CH:25]4[CH2:30][CH2:29][NH:28][CH2:27][CH2:26]4)[CH2:23][CH2:24]3)=[O:18])=[O:14])[CH2:9][CH2:8]2)[N:5]=[C:4]([C:48]2[CH:53]=[CH:52][CH:51]=[CH:50][CH:49]=2)[NH:3]1. The catalyst class is: 19. (2) Reactant: [Cl:1][C:2]1[CH:8]=[CH:7][C:5]([NH2:6])=[C:4]([F:9])[CH:3]=1.[Li]CCCC.[C:15](Cl)(=[O:24])[O:16][CH2:17][C:18]1[CH:23]=[CH:22][CH:21]=[CH:20][CH:19]=1. Product: [NH2:6][C:5]1[C:4]([F:9])=[C:3]([C:2]([Cl:1])=[CH:8][CH:7]=1)[C:15]([O:16][CH2:17][C:18]1[CH:23]=[CH:22][CH:21]=[CH:20][CH:19]=1)=[O:24]. The catalyst class is: 1.